From a dataset of Full USPTO retrosynthesis dataset with 1.9M reactions from patents (1976-2016). Predict the reactants needed to synthesize the given product. (1) Given the product [F:1][C:2]1[CH:7]=[CH:6][C:5]([CH:8]2[O:9][CH2:10][CH2:11][N:12]([CH2:14][CH2:15][CH3:16])[CH2:13]2)=[CH:4][C:3]=1[O:18][CH3:19], predict the reactants needed to synthesize it. The reactants are: [F:1][C:2]1[CH:7]=[CH:6][C:5]([CH:8]2[CH2:13][N:12]([CH2:14][CH2:15][CH3:16])[C:11](=O)[CH2:10][O:9]2)=[CH:4][C:3]=1[O:18][CH3:19]. (2) Given the product [Cl:1][C:2]1[C:3]([N:12]([CH2:27][CH:28]2[CH2:30][CH2:29]2)[S:13]([C:16]2[CH:25]=[CH:24][C:19]([C:20]([O:22][CH3:23])=[O:21])=[CH:18][CH:17]=2)(=[O:15])=[O:14])=[N:4][CH:5]=[C:6]([C:8]([F:11])([F:9])[F:10])[CH:7]=1, predict the reactants needed to synthesize it. The reactants are: [Cl:1][C:2]1[C:3]([NH:12][S:13]([C:16]2[CH:25]=[CH:24][C:19]([C:20]([O:22][CH3:23])=[O:21])=[CH:18][CH:17]=2)(=[O:15])=[O:14])=[N:4][CH:5]=[C:6]([C:8]([F:11])([F:10])[F:9])[CH:7]=1.Br[CH2:27][CH:28]1[CH2:30][CH2:29]1. (3) The reactants are: [NH:1]1[CH2:6][CH2:5][C:4]2([C:10]3[CH:11]=[CH:12][C:13]([OH:15])=[CH:14][C:9]=3[O:8][CH2:7]2)[CH2:3][CH2:2]1.[C:16](O[C:16]([O:18][C:19]([CH3:22])([CH3:21])[CH3:20])=[O:17])([O:18][C:19]([CH3:22])([CH3:21])[CH3:20])=[O:17]. Given the product [OH:15][C:13]1[CH:12]=[CH:11][C:10]2[C:4]3([CH2:7][O:8][C:9]=2[CH:14]=1)[CH2:5][CH2:6][N:1]([C:16]([O:18][C:19]([CH3:22])([CH3:21])[CH3:20])=[O:17])[CH2:2][CH2:3]3, predict the reactants needed to synthesize it. (4) Given the product [NH2:18][C:17]1[N:13]([C:9]2[CH:8]=[C:7]([CH2:6][CH:5]([CH3:23])[C:4]([O:3][CH2:1][CH3:2])=[O:24])[CH:12]=[CH:11][CH:10]=2)[N:14]=[C:15]([C:19]([CH3:21])([CH3:20])[CH3:22])[CH:16]=1, predict the reactants needed to synthesize it. The reactants are: [CH2:1]([O:3][C:4](=[O:24])/[C:5](/[CH3:23])=[CH:6]/[C:7]1[CH:12]=[CH:11][CH:10]=[C:9]([N:13]2[C:17]([NH2:18])=[CH:16][C:15]([C:19]([CH3:22])([CH3:21])[CH3:20])=[N:14]2)[CH:8]=1)[CH3:2]. (5) Given the product [Cl:1][C:2]1[CH:24]=[CH:23][C:5]([CH2:6][CH:7]2[CH2:12][CH2:11][N:10]([S:13]([C:16]3[C:20]([CH3:21])=[N:19][N:18]([CH3:26])[C:17]=3[CH3:22])(=[O:14])=[O:15])[CH2:9][CH2:8]2)=[C:4]([F:25])[CH:3]=1, predict the reactants needed to synthesize it. The reactants are: [Cl:1][C:2]1[CH:24]=[CH:23][C:5]([CH2:6][CH:7]2[CH2:12][CH2:11][N:10]([S:13]([C:16]3[C:17]([CH3:22])=[N:18][NH:19][C:20]=3[CH3:21])(=[O:15])=[O:14])[CH2:9][CH2:8]2)=[C:4]([F:25])[CH:3]=1.[CH3:26]N1C(C)=C(S(Cl)(=O)=O)C(C)=N1. (6) Given the product [CH3:1][C:2]1[C:10]([N+:11]([O-:13])=[O:12])=[CH:9][C:8]([C:14]([F:15])([F:16])[F:17])=[CH:7][C:3]=1[C:4]([O:6][CH3:18])=[O:5], predict the reactants needed to synthesize it. The reactants are: [CH3:1][C:2]1[C:10]([N+:11]([O-:13])=[O:12])=[CH:9][C:8]([C:14]([F:17])([F:16])[F:15])=[CH:7][C:3]=1[C:4]([OH:6])=[O:5].[C:18](=O)([O-])[O-].[Na+].[Na+].CI.O. (7) Given the product [NH2:1][C:2]1[C:3]2[C:10]([C:11]3[CH:16]=[CH:15][CH:14]=[C:13]([O:17][CH2:18][C:19]45[O:25][CH:22]([CH2:21][CH2:20]4)[CH2:23][CH2:24]5)[CH:12]=3)=[CH:9][N:8]([C@@H:26]3[CH2:29][C@H:28]([CH2:30][N:32]4[CH2:39][CH2:38][CH2:37][C@@H:33]4[C:34]([NH2:36])=[O:35])[CH2:27]3)[C:4]=2[N:5]=[CH:6][N:7]=1, predict the reactants needed to synthesize it. The reactants are: [NH2:1][C:2]1[C:3]2[C:10]([C:11]3[CH:16]=[CH:15][CH:14]=[C:13]([O:17][CH2:18][C:19]45[O:25][CH:22]([CH2:23][CH2:24]4)[CH2:21][CH2:20]5)[CH:12]=3)=[CH:9][N:8]([C@@H:26]3[CH2:29][C@H:28]([CH:30]=O)[CH2:27]3)[C:4]=2[N:5]=[CH:6][N:7]=1.[NH:32]1[CH2:39][CH2:38][CH2:37][C@@H:33]1[C:34]([NH2:36])=[O:35]. (8) Given the product [Cl:1][C:2]1[C:3]([C:10]([O:12][CH3:13])=[O:11])=[N:4][C:5]([Cl:8])=[CH:6][C:7]=1[Cl:16], predict the reactants needed to synthesize it. The reactants are: [Cl:1][C:2]1[CH:7]=[CH:6][C:5]([Cl:8])=[N+:4]([O-])[C:3]=1[C:10]([O:12][CH3:13])=[O:11].O=P(Cl)(Cl)[Cl:16].